The task is: Predict the reaction yield, written as a fraction of the theoretical maximum amount of product (1.0 means a 100% yield; for example, 0.34 means a 34% yield).. This data is from Reaction yield outcomes from USPTO patents with 853,638 reactions. (1) The reactants are [NH2:1][C:2]([CH3:12])([CH3:11])[C:3]([C:5]1[CH:10]=[CH:9][CH:8]=[CH:7][CH:6]=1)=[O:4].C[C:14]1[CH:15]=[CH:16][C:17]([S:20](O)(=[O:22])=[O:21])=[CH:18][CH:19]=1.C1(S(Cl)(=O)=O)C=CC=CC=1.C(N(CC)CC)C. The catalyst is CN(C=O)C.O. The product is [CH3:11][C:2]([NH:1][S:20]([C:17]1[CH:18]=[CH:19][CH:14]=[CH:15][CH:16]=1)(=[O:22])=[O:21])([CH3:12])[C:3](=[O:4])[C:5]1[CH:10]=[CH:9][CH:8]=[CH:7][CH:6]=1. The yield is 0.360. (2) The reactants are [O:1]1CCC[CH2:2]1.Br[C:7]1[CH:21]=[CH:20][C:10]([CH2:11][O:12][C:13]2[CH:18]=[C:17]([CH3:19])[CH:16]=[CH:15][N:14]=2)=[CH:9][CH:8]=1.C([Li])CCC.CN(C)C=O. The catalyst is O. The product is [CH3:19][C:17]1[CH:16]=[CH:15][N:14]=[C:13]([O:12][CH2:11][C:10]2[CH:20]=[CH:21][C:7]([CH:2]=[O:1])=[CH:8][CH:9]=2)[CH:18]=1. The yield is 0.554. (3) The reactants are [F:1][CH:2]([F:26])[O:3][C:4]1[CH:5]=[C:6]([C:14]([C:16]2[C:24]3[C:19](=[N:20][CH:21]=[C:22](Br)[CH:23]=3)[NH:18][CH:17]=2)=[O:15])[CH:7]=[C:8]([O:10][CH:11]([F:13])[F:12])[CH:9]=1.[C:27]1(B(O)O)[CH:32]=[CH:31][CH:30]=[CH:29][CH:28]=1.C(=O)([O-])[O-].[K+].[K+]. The catalyst is C(#N)C.O.C1C=CC([P]([Pd]([P](C2C=CC=CC=2)(C2C=CC=CC=2)C2C=CC=CC=2)([P](C2C=CC=CC=2)(C2C=CC=CC=2)C2C=CC=CC=2)[P](C2C=CC=CC=2)(C2C=CC=CC=2)C2C=CC=CC=2)(C2C=CC=CC=2)C2C=CC=CC=2)=CC=1. The product is [F:1][CH:2]([F:26])[O:3][C:4]1[CH:5]=[C:6]([C:14]([C:16]2[C:24]3[C:19](=[N:20][CH:21]=[C:22]([C:27]4[CH:32]=[CH:31][CH:30]=[CH:29][CH:28]=4)[CH:23]=3)[NH:18][CH:17]=2)=[O:15])[CH:7]=[C:8]([O:10][CH:11]([F:13])[F:12])[CH:9]=1. The yield is 0.330. (4) The reactants are [NH2:1][C:2]1[C:3]([C:21]#[N:22])=[C:4]([CH:18]=[CH:19][CH:20]=1)[O:5][CH2:6][CH:7]1[CH2:12][CH2:11][CH2:10][CH2:9][N:8]1[C:13]([NH:15][CH2:16][CH3:17])=[O:14].[S:23](Cl)(=[O:26])(=[O:25])[NH2:24]. The catalyst is CC(N(C)C)=O. The product is [C:21]([C:3]1[C:2]([NH:1][S:23](=[O:26])(=[O:25])[NH2:24])=[CH:20][CH:19]=[CH:18][C:4]=1[O:5][CH2:6][CH:7]1[CH2:12][CH2:11][CH2:10][CH2:9][N:8]1[C:13]([NH:15][CH2:16][CH3:17])=[O:14])#[N:22]. The yield is 0.900. (5) The reactants are [N+:1]([C:4]1[CH:14]=[CH:13][C:7]2[NH:8][C:9](=[O:12])[CH2:10][S:11][C:6]=2[CH:5]=1)([O-:3])=[O:2].[C:15](=O)([O-])[O-].[K+].[K+].IC.O. The catalyst is CN(C=O)C. The product is [CH3:15][N:8]1[C:7]2[CH:13]=[CH:14][C:4]([N+:1]([O-:3])=[O:2])=[CH:5][C:6]=2[S:11][CH2:10][C:9]1=[O:12]. The yield is 0.900. (6) The reactants are [CH3:1][O:2][C:3]1[CH:8]=[CH:7][C:6]([S:9]([CH2:12][CH2:13][O:14]C2CCCCO2)(=[O:11])=[O:10])=[CH:5][C:4]=1[C:21]1[C:30]2[C:25](=[CH:26][CH:27]=[C:28]([C:31]3[CH:32]=[N:33][N:34]([CH3:36])[CH:35]=3)[CH:29]=2)[C:24](=[O:37])[N:23]([CH3:38])[CH:22]=1.C1(C)C=CC(S([O-])(=O)=O)=CC=1.[NH+]1C=CC=CC=1. The catalyst is C(Cl)Cl. The product is [OH:14][CH2:13][CH2:12][S:9]([C:6]1[CH:7]=[CH:8][C:3]([O:2][CH3:1])=[C:4]([C:21]2[C:30]3[C:25](=[CH:26][CH:27]=[C:28]([C:31]4[CH:32]=[N:33][N:34]([CH3:36])[CH:35]=4)[CH:29]=3)[C:24](=[O:37])[N:23]([CH3:38])[CH:22]=2)[CH:5]=1)(=[O:11])=[O:10]. The yield is 0.244. (7) The reactants are [C:1]([C:4]1[S:8][C:7]([CH:9]2[CH2:13][CH2:12][N:11]([C:14]([O:16]C(C)(C)C)=O)[CH2:10]2)=[N:6][C:5]=1[C:21]1[CH:26]=[CH:25][C:24]([O:27][C:28]2[CH:33]=[CH:32][CH:31]=[CH:30][CH:29]=2)=[CH:23][CH:22]=1)(=[O:3])[NH2:2].F[C:35]1C=CC=C[C:36]=1OC1C=CC(C2N=C(N3CCNCC3)C=CC=2C(N)=O)=CC=1.O. The catalyst is ClCCl.C(OCC)(=O)C. The product is [C:14]([N:11]1[CH2:12][CH2:13][CH:9]([C:7]2[S:8][C:4]([C:1]([NH2:2])=[O:3])=[C:5]([C:21]3[CH:22]=[CH:23][C:24]([O:27][C:28]4[CH:33]=[CH:32][CH:31]=[CH:30][CH:29]=4)=[CH:25][CH:26]=3)[N:6]=2)[CH2:10]1)(=[O:16])[CH:35]=[CH2:36]. The yield is 0.350.